From a dataset of Forward reaction prediction with 1.9M reactions from USPTO patents (1976-2016). Predict the product of the given reaction. (1) Given the reactants [CH2:1]([O:8][CH2:9][C@H:10]1[N:14]([S:15]([C:18]2[CH:27]=[CH:26][C:25]3[C:20](=[CH:21][CH:22]=[CH:23][CH:24]=3)[CH:19]=2)(=[O:17])=[O:16])[CH2:13][C@@H:12]([S:28]C(=O)C)[CH2:11]1)[C:2]1[CH:7]=[CH:6][CH:5]=[CH:4][CH:3]=1.C[O-].[Na+].C(O)(=O)C, predict the reaction product. The product is: [CH2:1]([O:8][CH2:9][C@H:10]1[N:14]([S:15]([C:18]2[CH:27]=[CH:26][C:25]3[C:20](=[CH:21][CH:22]=[CH:23][CH:24]=3)[CH:19]=2)(=[O:16])=[O:17])[CH2:13][C@@H:12]([SH:28])[CH2:11]1)[C:2]1[CH:7]=[CH:6][CH:5]=[CH:4][CH:3]=1. (2) Given the reactants [C:1]([O:5][C:6](=[O:46])[CH2:7][N:8]([CH2:38][C:39](=[O:45])[O:40][C:41]([CH3:44])([CH3:43])[CH3:42])[CH2:9][CH2:10][N:11]1[CH2:19][CH2:18][N:17]([CH2:20][C:21]([O:23][C:24]([CH3:27])([CH3:26])[CH3:25])=[O:22])[CH2:16][CH2:15][N:14](C(OCC2C=CC=CC=2)=O)[CH2:13][CH2:12]1)([CH3:4])([CH3:3])[CH3:2].OCC1(OC[C@@H](O)[C@@H](O)[C@H]1O)O, predict the reaction product. The product is: [C:1]([O:5][C:6](=[O:46])[CH2:7][N:8]([CH2:9][CH2:10][N:11]1[CH2:12][CH2:13][NH:14][CH2:15][CH2:16][N:17]([CH2:20][C:21]([O:23][C:24]([CH3:27])([CH3:26])[CH3:25])=[O:22])[CH2:18][CH2:19]1)[CH2:38][C:39]([O:40][C:41]([CH3:42])([CH3:43])[CH3:44])=[O:45])([CH3:2])([CH3:3])[CH3:4]. (3) Given the reactants [CH2:1]([O:3][C:4](=[O:17])[C:5]1[CH:10]=[CH:9][C:8]([CH3:11])=[C:7]([N:12]2[CH:16]=[CH:15][CH:14]=[N:13]2)[CH:6]=1)[CH3:2].[Br:18]Br, predict the reaction product. The product is: [CH2:1]([O:3][C:4](=[O:17])[C:5]1[CH:10]=[CH:9][C:8]([CH3:11])=[C:7]([N:12]2[CH:16]=[C:15]([Br:18])[CH:14]=[N:13]2)[CH:6]=1)[CH3:2].